From a dataset of Catalyst prediction with 721,799 reactions and 888 catalyst types from USPTO. Predict which catalyst facilitates the given reaction. Reactant: Br[C:2]1[CH:7]=[CH:6][C:5]([NH:8][C:9]([CH3:12])([CH3:11])[CH3:10])=[C:4]([N+:13]([O-:15])=[O:14])[CH:3]=1.CC1(C)C(C)(C)OB([C:24]2[CH:25]=[N:26][C:27]([NH2:30])=[N:28][CH:29]=2)O1.C([O-])([O-])=O.[K+].[K+]. Product: [C:9]([NH:8][C:5]1[CH:6]=[CH:7][C:2]([C:24]2[CH:25]=[N:26][C:27]([NH2:30])=[N:28][CH:29]=2)=[CH:3][C:4]=1[N+:13]([O-:15])=[O:14])([CH3:12])([CH3:11])[CH3:10]. The catalyst class is: 339.